Dataset: Peptide-MHC class I binding affinity with 185,985 pairs from IEDB/IMGT. Task: Regression. Given a peptide amino acid sequence and an MHC pseudo amino acid sequence, predict their binding affinity value. This is MHC class I binding data. (1) The peptide sequence is PDVLRSDVY. The MHC is HLA-B18:01 with pseudo-sequence HLA-B18:01. The binding affinity (normalized) is 0.286. (2) The peptide sequence is PLYDMSLL. The binding affinity (normalized) is 0.182. The MHC is H-2-Kb with pseudo-sequence H-2-Kb. (3) The MHC is HLA-B42:01 with pseudo-sequence HLA-B42:01. The peptide sequence is YVFPVIFSK. The binding affinity (normalized) is 0.0629.